From a dataset of Reaction yield outcomes from USPTO patents with 853,638 reactions. Predict the reaction yield, written as a fraction of the theoretical maximum amount of product (1.0 means a 100% yield; for example, 0.34 means a 34% yield). (1) The reactants are Cl[C:2]1[CH:3]=[CH:4][C:5]2[O:14][CH2:13][CH2:12][C:11]3[CH:10]=[C:9]([C:15]4[N:16]([C:20]5[CH:25]=[CH:24][C:23]([F:26])=[CH:22][C:21]=5[F:27])[N:17]=[CH:18][N:19]=4)[S:8][C:7]=3[C:6]=2[N:28]=1.[CH3:29][C@H:30]1[CH2:35][NH:34][CH2:33][C@@H:32]([CH3:36])[NH:31]1.CC([O-])(C)C.[Na+].C(N1CCN2CCN(CCCC)P1N(CCCC)CC2)CCC. The catalyst is CC([O-])=O.CC([O-])=O.[Pd+2]. The product is [F:27][C:21]1[CH:22]=[C:23]([F:26])[CH:24]=[CH:25][C:20]=1[N:16]1[C:15]([C:9]2[S:8][C:7]3[C:6]4[N:28]=[C:2]([N:34]5[CH2:33][C@H:32]([CH3:36])[NH:31][C@H:30]([CH3:29])[CH2:35]5)[CH:3]=[CH:4][C:5]=4[O:14][CH2:13][CH2:12][C:11]=3[CH:10]=2)=[N:19][CH:18]=[N:17]1. The yield is 0.620. (2) The reactants are [NH2:1][C:2]1[CH:10]=[CH:9][CH:8]=[C:7]2[C:3]=1[C:4](=[O:21])[N:5]([C:12]1([CH3:20])[CH2:17][CH2:16][C:15](=[O:18])[NH:14][C:13]1=[O:19])[C:6]2=[O:11].[Cl:22][C:23]1[CH:24]=[C:25]([CH:29]=[CH:30][CH:31]=1)[C:26](Cl)=[O:27].CO. The catalyst is C1COCC1. The product is [Cl:22][C:23]1[CH:24]=[C:25]([CH:29]=[CH:30][CH:31]=1)[C:26]([NH:1][C:2]1[CH:10]=[CH:9][CH:8]=[C:7]2[C:3]=1[C:4](=[O:21])[N:5]([C:12]1([CH3:20])[CH2:17][CH2:16][C:15](=[O:18])[NH:14][C:13]1=[O:19])[C:6]2=[O:11])=[O:27]. The yield is 0.730. (3) The reactants are [C:1]([C:5]1[O:9][N:8]=[C:7]([NH:10][C:11]([NH:13][C:14]2[CH:19]=[CH:18][CH:17]=[C:16]([S:20][C:21]3[C:30]4[C:25](=[CH:26][C:27]([O:33][CH2:34][CH2:35][CH2:36]Cl)=[C:28]([O:31][CH3:32])[CH:29]=4)[N:24]=[CH:23][N:22]=3)[CH:15]=2)=[O:12])[CH:6]=1)([CH3:4])([CH3:3])[CH3:2].[NH:38]1[CH2:43][CH2:42][CH:41]([CH2:44][OH:45])[CH2:40][CH2:39]1. No catalyst specified. The product is [C:1]([C:5]1[O:9][N:8]=[C:7]([NH:10][C:11]([NH:13][C:14]2[CH:19]=[CH:18][CH:17]=[C:16]([S:20][C:21]3[C:30]4[C:25](=[CH:26][C:27]([O:33][CH2:34][CH2:35][CH2:36][N:38]5[CH2:43][CH2:42][CH:41]([CH2:44][OH:45])[CH2:40][CH2:39]5)=[C:28]([O:31][CH3:32])[CH:29]=4)[N:24]=[CH:23][N:22]=3)[CH:15]=2)=[O:12])[CH:6]=1)([CH3:4])([CH3:3])[CH3:2]. The yield is 0.210. (4) The reactants are Br[C:2]1[N:6]([CH2:7][C:8]2[CH:13]=[CH:12][CH:11]=[CH:10][C:9]=2[F:14])[N:5]=[C:4]([C:15]2[CH:20]=[CH:19][CH:18]=[CH:17][N:16]=2)[N:3]=1.[C-:21]#[N:22].[K+]. The catalyst is CN(C)C=O.C(OCC)(=O)C.O. The product is [F:14][C:9]1[CH:10]=[CH:11][CH:12]=[CH:13][C:8]=1[CH2:7][N:6]1[C:2]([C:21]#[N:22])=[N:3][C:4]([C:15]2[CH:20]=[CH:19][CH:18]=[CH:17][N:16]=2)=[N:5]1. The yield is 0.310.